This data is from Catalyst prediction with 721,799 reactions and 888 catalyst types from USPTO. The task is: Predict which catalyst facilitates the given reaction. Reactant: [CH3:1][N:2]([C@H:12]([C:14]1[CH:19]=[CH:18][CH:17]=[CH:16][CH:15]=1)[CH3:13])[C@H:3]([C:5]1[CH:6]=[C:7]([OH:11])[CH:8]=[CH:9][CH:10]=1)[CH3:4].[CH3:20]N(C)C=O.C[Br:26]. Product: [Br-:26].[OH:11][C:7]1[CH:6]=[C:5]([C@@H:3]([N+:2]([CH3:20])([CH3:1])[C@H:12]([C:14]2[CH:19]=[CH:18][CH:17]=[CH:16][CH:15]=2)[CH3:13])[CH3:4])[CH:10]=[CH:9][CH:8]=1. The catalyst class is: 13.